From a dataset of Reaction yield outcomes from USPTO patents with 853,638 reactions. Predict the reaction yield, written as a fraction of the theoretical maximum amount of product (1.0 means a 100% yield; for example, 0.34 means a 34% yield). The reactants are [CH3:1][C:2]1([CH3:16])[O:6][CH:5]([C:7]2[CH:12]=[CH:11][C:10]([N+:13]([O-])=O)=[CH:9][N:8]=2)[CH2:4][O:3]1. The catalyst is CO.O1CCCC1.[Pd]. The product is [CH3:1][C:2]1([CH3:16])[O:6][CH:5]([C:7]2[N:8]=[CH:9][C:10]([NH2:13])=[CH:11][CH:12]=2)[CH2:4][O:3]1. The yield is 0.750.